The task is: Predict which catalyst facilitates the given reaction.. This data is from Catalyst prediction with 721,799 reactions and 888 catalyst types from USPTO. (1) Reactant: [OH:1][C@H:2]1[C@@H:7]([OH:8])[C@H:6]([OH:9])[C@@H:5]([CH2:10][OH:11])[O:4][C@@H:3]1[C:12]1[CH:13]=[C:14]([CH:30]=[CH:31][CH:32]=1)[O:15][C:16]1[CH:17]=[C:18]([C:26]([O:28]C)=[O:27])[CH:19]=[C:20]([C:22]([O:24]C)=[O:23])[CH:21]=1.[Li+].[OH-].Cl. Product: [OH:1][C@H:2]1[C@@H:7]([OH:8])[C@H:6]([OH:9])[C@@H:5]([CH2:10][OH:11])[O:4][C@@H:3]1[C:12]1[CH:13]=[C:14]([CH:30]=[CH:31][CH:32]=1)[O:15][C:16]1[CH:21]=[C:20]([C:22]([OH:24])=[O:23])[CH:19]=[C:18]([CH:17]=1)[C:26]([OH:28])=[O:27]. The catalyst class is: 20. (2) The catalyst class is: 16. Product: [Cl:1][C:2]1[C:7]([O:8][CH3:9])=[CH:6][C:5]([O:10][CH3:11])=[CH:4][C:3]=1[C:12]1[C:24](=[O:25])[N:23]([CH2:26][CH2:27][CH2:28][N:29]2[C@@H:34]([CH3:35])[CH2:33][N:32]([C:36]([O:38][C:39]([CH3:42])([CH3:41])[CH3:40])=[O:37])[CH2:31][C@H:30]2[CH3:43])[C:15]2[N:16]=[C:17]([NH:46][CH3:45])[N:18]=[CH:19][C:14]=2[CH:13]=1. Reactant: [Cl:1][C:2]1[C:7]([O:8][CH3:9])=[CH:6][C:5]([O:10][CH3:11])=[CH:4][C:3]=1[C:12]1[C:24](=[O:25])[N:23]([CH2:26][CH2:27][CH2:28][N:29]2[C@@H:34]([CH3:35])[CH2:33][N:32]([C:36]([O:38][C:39]([CH3:42])([CH3:41])[CH3:40])=[O:37])[CH2:31][C@H:30]2[CH3:43])[C:15]2[N:16]=[C:17](S(C)=O)[N:18]=[CH:19][C:14]=2[CH:13]=1.Cl.[CH3:45][NH2:46].O. (3) Product: [NH2:43][C:42]1[C:33]([C:31]([NH:30][C:25]2[CH:26]=[N:27][CH:28]=[CH:29][C:24]=2[N:11]2[CH2:12][C@H:13]([CH3:23])[C@@H:14]([OH:15])[C@H:9]([NH2:8])[CH2:10]2)=[O:32])=[N:34][C:35]2[C:40]([CH:41]=1)=[CH:39][CH:38]=[C:37]([N:54]1[CH2:59][CH2:58][N:57]([CH3:60])[CH2:56][CH2:55]1)[CH:36]=2. The catalyst class is: 19. Reactant: C(OC([NH:8][C@H:9]1[C@H:14]([O:15][Si](C(C)(C)C)(C)C)[C@@H:13]([CH3:23])[CH2:12][N:11]([C:24]2[CH:29]=[CH:28][N:27]=[CH:26][C:25]=2[NH:30][C:31]([C:33]2[C:42]([NH:43]C(=O)OCC3C=CC=CC=3)=[CH:41][C:40]3[C:35](=[CH:36][C:37]([N:54]4[CH2:59][CH2:58][N:57]([CH3:60])[CH2:56][CH2:55]4)=[CH:38][CH:39]=3)[N:34]=2)=[O:32])[CH2:10]1)=O)(C)(C)C.[H][H].